This data is from Reaction yield outcomes from USPTO patents with 853,638 reactions. The task is: Predict the reaction yield, written as a fraction of the theoretical maximum amount of product (1.0 means a 100% yield; for example, 0.34 means a 34% yield). (1) The reactants are [O:1]=[C:2]1[NH:7][C:6](=[O:8])[CH:5]=[C:4]([O:9][CH2:10][CH2:11][CH3:12])[N:3]1[CH2:13][C:14]1[CH:19]=[CH:18][C:17]([C:20]2[C:21]([C:26]#[N:27])=[CH:22][CH:23]=[CH:24][CH:25]=2)=[CH:16][CH:15]=1.Br[CH2:29][C:30]([C:32]1[CH:37]=[CH:36][C:35]([O:38][CH3:39])=[CH:34][CH:33]=1)=[O:31].CN(C)C=O.[H-].[Na+]. The catalyst is C(OCC)(=O)C. The product is [CH3:39][O:38][C:35]1[CH:36]=[CH:37][C:32]([C:30](=[O:31])[CH2:29][N:7]2[C:6](=[O:8])[CH:5]=[C:4]([O:9][CH2:10][CH2:11][CH3:12])[N:3]([CH2:13][C:14]3[CH:19]=[CH:18][C:17]([C:20]4[C:21]([C:26]#[N:27])=[CH:22][CH:23]=[CH:24][CH:25]=4)=[CH:16][CH:15]=3)[C:2]2=[O:1])=[CH:33][CH:34]=1. The yield is 0.900. (2) The reactants are [F:1][C:2]1[CH:12]=[C:11]([N+:13]([O-])=O)[CH:10]=[CH:9][C:3]=1[CH2:4][O:5][CH2:6][CH2:7][OH:8]. The catalyst is C1COCC1. The product is [NH2:13][C:11]1[CH:10]=[CH:9][C:3]([CH2:4][O:5][CH2:6][CH2:7][OH:8])=[C:2]([F:1])[CH:12]=1. The yield is 0.600.